Predict the reaction yield, written as a fraction of the theoretical maximum amount of product (1.0 means a 100% yield; for example, 0.34 means a 34% yield). From a dataset of Reaction yield outcomes from USPTO patents with 853,638 reactions. (1) The product is [C:20]1([C:23]2[CH:24]=[CH:25][CH:26]=[CH:27][CH:28]=2)[CH:21]=[CH:22][C:17]([C:7]2[N:6]=[C:5]([C:3]([OH:4])=[O:2])[CH:10]=[C:9]([N:11]3[CH2:16][CH2:15][CH2:14][CH2:13][CH2:12]3)[N:8]=2)=[CH:18][CH:19]=1. The reactants are C[O:2][C:3]([C:5]1[CH:10]=[C:9]([N:11]2[CH2:16][CH2:15][CH2:14][CH2:13][CH2:12]2)[N:8]=[C:7]([C:17]2[CH:22]=[CH:21][C:20]([C:23]3[CH:28]=[CH:27][CH:26]=[CH:25][CH:24]=3)=[CH:19][CH:18]=2)[N:6]=1)=[O:4].CO.[OH-].[Li+]. The catalyst is C1COCC1. The yield is 0.460. (2) The reactants are [C:1]([CH2:9][NH:10][CH2:11][C:12]1[CH:13]=[C:14]([C:18]2[CH:23]=[CH:22][C:21]([CH2:24][C@H:25]([NH:30][C:31]([CH3:41])=[CH:32][C:33](=[O:40])[C:34]3[CH:39]=[CH:38][CH:37]=[CH:36][CH:35]=3)[C:26]([O:28][CH3:29])=[O:27])=[CH:20][CH:19]=2)[CH:15]=[CH:16][CH:17]=1)(=[O:8])[C:2]1[CH:7]=[CH:6][CH:5]=[CH:4][CH:3]=1.NC(CC1C=CC(C2C=CC=C(CNCC(=O)C3C=CC=CC=3)C=2)=CC=1)C(OC)=O. No catalyst specified. The product is [C:1]([CH2:9][NH:10][CH2:11][C:12]1[CH:13]=[C:14]([C:18]2[CH:23]=[CH:22][C:21]([CH2:24][CH:25]([NH:30][C:31]([CH3:41])=[CH:32][C:33](=[O:40])[C:34]3[CH:39]=[CH:38][CH:37]=[CH:36][CH:35]=3)[C:26]([O:28][CH3:29])=[O:27])=[CH:20][CH:19]=2)[CH:15]=[CH:16][CH:17]=1)(=[O:8])[C:2]1[CH:7]=[CH:6][CH:5]=[CH:4][CH:3]=1. The yield is 0.660. (3) The reactants are [CH3:1][C:2]1[N:7]=[C:6]([C:8]#[C:9][CH:10]([CH:12]2[CH2:17][CH2:16][NH:15][CH2:14][CH2:13]2)O)[CH:5]=[CH:4][CH:3]=1.CC1C=CC=C(C#CC=C2CCNCC2)N=1.Cl[C:35]1[C:40]([C:41]#[N:42])=[N:39][CH:38]=[CH:37][N:36]=1. No catalyst specified. The product is [CH3:1][C:2]1[N:7]=[C:6]([C:8]#[C:9][CH:10]=[C:12]2[CH2:17][CH2:16][N:15]([C:35]3[C:40]([C:41]#[N:42])=[N:39][CH:38]=[CH:37][N:36]=3)[CH2:14][CH2:13]2)[CH:5]=[CH:4][CH:3]=1. The yield is 0.810. (4) The reactants are [Cl:1][C:2]1[CH:19]=[CH:18][C:17]([Cl:20])=[CH:16][C:3]=1[CH2:4][N:5]1[CH2:10][CH2:9][NH:8][C:7]2[N:11]=[CH:12][C:13]([I:15])=[CH:14][C:6]1=2.[H-].[Na+].I[CH3:24]. The catalyst is CN(C)C=O. The product is [Cl:1][C:2]1[CH:19]=[CH:18][C:17]([Cl:20])=[CH:16][C:3]=1[CH2:4][N:5]1[CH2:10][CH2:9][N:8]([CH3:24])[C:7]2[N:11]=[CH:12][C:13]([I:15])=[CH:14][C:6]1=2. The yield is 0.560. (5) The reactants are [N:1]([CH2:4][CH2:5][N:6]([CH:18]([CH3:20])[CH3:19])[C:7]([C:9]1[N:10]=[C:11]([N:14]2[CH2:17][CH2:16][CH2:15]2)[S:12][CH:13]=1)=[O:8])=[N+]=[N-].[Si:21]([O:38]C1CNC1)([C:34]([CH3:37])([CH3:36])[CH3:35])([C:28]1[CH:33]=[CH:32][CH:31]=[CH:30][CH:29]=1)[C:22]1[CH:27]=[CH:26][CH:25]=[CH:24][CH:23]=1.[N+:43]([C:46]1[CH:56]=[CH:55][C:49]([CH2:50][O:51][C:52](Cl)=[O:53])=[CH:48][CH:47]=1)([O-:45])=[O:44].C(N(CC)CC)C. The catalyst is CO.[OH-].[OH-].[Pd+2]. The product is [Si:21]([O:38][CH:16]1[CH2:17][N:14]([C:11]2[S:12][CH:13]=[C:9]([C:7](=[O:8])[N:6]([CH:18]([CH3:20])[CH3:19])[CH2:5][CH2:4][NH:1][C:52]([O:51][CH2:50][C:49]3[CH:48]=[CH:47][C:46]([N+:43]([O-:45])=[O:44])=[CH:56][CH:55]=3)=[O:53])[N:10]=2)[CH2:15]1)([C:34]([CH3:37])([CH3:35])[CH3:36])([C:28]1[CH:29]=[CH:30][CH:31]=[CH:32][CH:33]=1)[C:22]1[CH:27]=[CH:26][CH:25]=[CH:24][CH:23]=1. The yield is 0.560. (6) The reactants are [H-].[Na+].Cl[CH2:4][CH2:5][CH2:6][C@H:7]([CH2:10][CH:11]=[CH2:12])[CH2:8][OH:9]. The catalyst is CN(C=O)C. The product is [CH2:6]([C@H:7]1[CH2:10][CH2:11][CH2:12][O:9][CH2:8]1)[CH:5]=[CH2:4]. The yield is 0.830. (7) The reactants are [NH2:1][C:2]1[CH:7]=[C:6]([C:8]([F:11])([F:10])[F:9])[C:5]([CH2:12][C:13]#[N:14])=[C:4]([Cl:15])[CH:3]=1.C(=O)([O-])[O-].[Ca+2].[C:21](Cl)(Cl)=[S:22].Cl. The catalyst is O.ClCCl. The product is [Cl:15][C:4]1[CH:3]=[C:2]([N:1]=[C:21]=[S:22])[CH:7]=[C:6]([C:8]([F:9])([F:10])[F:11])[C:5]=1[CH2:12][C:13]#[N:14]. The yield is 0.720.